Dataset: Forward reaction prediction with 1.9M reactions from USPTO patents (1976-2016). Task: Predict the product of the given reaction. (1) Given the reactants [CH3:1][C:2]1[CH:7]=[C:6]([C:8]#[C:9][C:10]2[N:11]=[C:12]([CH3:15])[NH:13][CH:14]=2)[CH:5]=[CH:4][N:3]=1.[F:16][C:17]1[CH:24]=[CH:23][C:20]([CH2:21]Br)=[CH:19][CH:18]=1, predict the reaction product. The product is: [F:16][C:17]1[CH:24]=[CH:23][C:20]([CH2:21][N:13]2[CH:14]=[C:10]([C:9]#[C:8][C:6]3[CH:5]=[CH:4][N:3]=[C:2]([CH3:1])[CH:7]=3)[N:11]=[C:12]2[CH3:15])=[CH:19][CH:18]=1. (2) Given the reactants [CH3:1][O:2][C:3]1[CH:8]=[CH:7][C:6]([C:9]2[N:10]=[C:11]([NH:14][C:15]([C:17]3[N:18]=[CH:19][C:20]([N:23]4[CH2:28][CH2:27][CH:26]([C:29]([O:31]CC)=[O:30])[CH2:25][CH2:24]4)=[N:21][CH:22]=3)=[O:16])[S:12][CH:13]=2)=[CH:5][C:4]=1[C:34]([F:37])([F:36])[F:35].C=O.[C:40]([O:43][C:44](=O)[CH3:45])(=O)C, predict the reaction product. The product is: [CH2:9]([N:10]([CH2:11][C:13]1[S:12][C:11]([NH:14][C:15]([C:17]2[N:18]=[CH:19][C:20]([N:23]3[CH2:24][CH2:25][CH:26]([C:29]([OH:31])=[O:30])[CH2:27][CH2:28]3)=[N:21][CH:22]=2)=[O:16])=[N:10][C:9]=1[C:6]1[CH:7]=[CH:8][C:3]([O:2][CH3:1])=[C:4]([C:34]([F:37])([F:36])[F:35])[CH:5]=1)[CH2:45][CH2:44][O:43][CH3:40])[CH:6]([CH3:7])[CH3:5].